Dataset: Catalyst prediction with 721,799 reactions and 888 catalyst types from USPTO. Task: Predict which catalyst facilitates the given reaction. (1) Reactant: CN(CC1CC(OC2C=CC(CN3CCCC3)=CC=2)C1)S(CC(F)(F)F)(=O)=O.[CH2:29]([N:36]([CH3:44])[C:37]([CH:39]1[CH2:42][C:41](=[O:43])[CH2:40]1)=O)[C:30]1[CH:35]=[CH:34][CH:33]=[CH:32][CH:31]=1.[H-].[H-].[H-].[H-].[Li+].[Al+3].[OH-].[Na+]. Product: [CH2:29]([N:36]([CH2:37][C@@H:39]1[CH2:40][C@H:41]([OH:43])[CH2:42]1)[CH3:44])[C:30]1[CH:35]=[CH:34][CH:33]=[CH:32][CH:31]=1. The catalyst class is: 20. (2) Reactant: [S:1]1[CH:5]=[CH:4][C:3]([C:6](=[CH2:10])C(O)=O)=[CH:2]1.O.ON1C2C=CC=CC=2N=N1.Cl.CN(C)CCCN=C=NCC.[CH3:34][C:35]1([C:41]2[CH:42]=[C:43]([NH:47][S:48]([CH3:51])(=[O:50])=[O:49])[CH:44]=[CH:45][CH:46]=2)[CH:40]2[CH:36]1[CH2:37][NH:38][CH2:39]2.[C:52](=O)([O-])[OH:53].[Na+]. Product: [CH3:34][C:35]1([C:41]2[CH:42]=[C:43]([NH:47][S:48]([CH3:51])(=[O:50])=[O:49])[CH:44]=[CH:45][CH:46]=2)[CH:40]2[CH:36]1[CH2:37][N:38]([C:52](=[O:53])/[CH:10]=[CH:6]/[C:3]1[CH:4]=[CH:5][S:1][CH:2]=1)[CH2:39]2. The catalyst class is: 9. (3) Reactant: [CH3:1][CH:2]1[N:6]([C:7]2[CH:12]=[CH:11][C:10]([C:13]([N:15]3[CH2:20][CH2:19][N:18]([C:21]4[C:26]([CH3:27])=[CH:25][C:24]([CH3:28])=[C:23]([CH3:29])[N:22]=4)[CH2:17][CH2:16]3)=[O:14])=[CH:9][N:8]=2)[C:5](=[O:30])[NH:4][C:3]1=[O:31].[CH3:32]C(C)([O-])C.[K+].CI.O. Product: [CH3:32][N:4]1[C:3](=[O:31])[CH:2]([CH3:1])[N:6]([C:7]2[CH:12]=[CH:11][C:10]([C:13]([N:15]3[CH2:20][CH2:19][N:18]([C:21]4[C:26]([CH3:27])=[CH:25][C:24]([CH3:28])=[C:23]([CH3:29])[N:22]=4)[CH2:17][CH2:16]3)=[O:14])=[CH:9][N:8]=2)[C:5]1=[O:30]. The catalyst class is: 7. (4) Reactant: [NH2:1][C:2]1[CH:7]=[CH:6][CH:5]=[CH:4][C:3]=1[S:8]([CH:11]([CH3:13])[CH3:12])(=[O:10])=[O:9].[H-].[Na+].[Cl:16][C:17]1[CH:22]=[C:21](Cl)[N:20]=[CH:19][N:18]=1. Product: [Cl:16][C:17]1[N:18]=[CH:19][N:20]=[C:21]([NH:1][C:2]2[CH:7]=[CH:6][CH:5]=[CH:4][C:3]=2[S:8]([CH:11]([CH3:13])[CH3:12])(=[O:10])=[O:9])[CH:22]=1. The catalyst class is: 3. (5) Reactant: [C:1]([O:5][C:6]([N:8]1[CH2:13][CH2:12][CH:11]([C:14](=[O:19])[CH2:15][C:16](=[O:18])[CH3:17])[CH2:10][CH2:9]1)=[O:7])([CH3:4])([CH3:3])[CH3:2].C(C1C=CC(S([N:41]=[N+:42]=[N-])(=O)=O)=CC=1)CCCCCCCCCCC.C(N(CC)CC)C.CCOCC. Product: [C:1]([O:5][C:6]([N:8]1[CH2:13][CH2:12][CH:11]([C:14](=[O:19])[C:15](=[N+:41]=[N-:42])[C:16](=[O:18])[CH3:17])[CH2:10][CH2:9]1)=[O:7])([CH3:4])([CH3:2])[CH3:3]. The catalyst class is: 23. (6) Reactant: [CH2:1]1[O:8][C:6](=[O:7])[CH2:5][O:4][C:2]1=[O:3].N(CCO)(CCO)CCO.[CH3:19][CH2:20][CH2:21][CH2:22][CH:23]([C:26]([O-:28])=[O:27])CC.[CH3:19][CH2:20][CH2:21][CH2:22][CH:23]([C:26]([O-:28])=[O:27])CC.[Sn+2]. Product: [C:26]1(=[O:28])[O:27][CH2:19][CH2:20][CH2:21][CH2:22][CH2:23]1.[CH2:1]1[O:8][C:6](=[O:7])[CH2:5][O:4][C:2]1=[O:3]. The catalyst class is: 11.